From a dataset of Reaction yield outcomes from USPTO patents with 853,638 reactions. Predict the reaction yield, written as a fraction of the theoretical maximum amount of product (1.0 means a 100% yield; for example, 0.34 means a 34% yield). The reactants are [H-].[Na+].[Br:3][C:4]1[CH:10]=[CH:9][C:7]([NH2:8])=[C:6]([C:11]([CH3:14])([CH3:13])[CH3:12])[CH:5]=1.[CH2:15](I)[CH3:16].[Cl-].[NH4+].O1CC[CH2:22][CH2:21]1. The catalyst is CS(C)=O. The product is [Br:3][C:4]1[CH:10]=[CH:9][C:7]([N:8]([CH2:15][CH3:16])[CH2:21][CH3:22])=[C:6]([C:11]([CH3:14])([CH3:13])[CH3:12])[CH:5]=1. The yield is 0.910.